Dataset: Experimentally validated miRNA-target interactions with 360,000+ pairs, plus equal number of negative samples. Task: Binary Classification. Given a miRNA mature sequence and a target amino acid sequence, predict their likelihood of interaction. (1) The protein sequence of the target gene is MSSEPSTTGTSPRTPRPGAQKSSGAVTKKGDRAAKDKTASTLPPVGEDEPKNPEEYQCTGVLETDFAELCTRSGYVDFPKVVTRPRVQQSSVPSASTSEKPVLDDQRPSASCSQSSLESKYVFFRPTIQVELEQEDSKAVKEIYIRGWKVEDRILGIFSKCLPSLSQLQAINLWKVGLTDKTLTTFIALLPLCSSTLRKVSLEGNPIPEQSFSKLMGLDSTIVHLSLRNNNINDHGAQLLGQALSTLQNSNRTLVSLNLAFNHIGDVGAGYIADGLRLNRSLLWLSLAHNHIQDKGALKL.... Result: 0 (no interaction). The miRNA is hsa-miR-4662a-3p with sequence AAAGAUAGACAAUUGGCUAAAU. (2) The miRNA is hsa-miR-1307-3p with sequence ACUCGGCGUGGCGUCGGUCGUG. The protein sequence of the target gene is MATPPKRRAVEATGEKVLRYETFISDVLQRDLRKVLDHRDKVYEQLAKYLQLRNVIERLQEAKHSELYMQVDLGCNFFVDTVVPDTSRIYVALGYGFFLELTLAEALKFIDRKSSLLTELSNSLTKDSMNIKAHIHMLLEGLRELQGLQNFPEKPHH. Result: 0 (no interaction).